From a dataset of Full USPTO retrosynthesis dataset with 1.9M reactions from patents (1976-2016). Predict the reactants needed to synthesize the given product. (1) Given the product [N+:1]([C:4]1[CH:5]=[CH:6][C:7]([CH2:10][C:11]([O:13][CH2:14][CH3:15])=[O:12])=[N:8][CH:9]=1)([O-:3])=[O:2], predict the reactants needed to synthesize it. The reactants are: [N+:1]([C:4]1[CH:5]=[CH:6][C:7]([CH:10](C(OCC)=O)[C:11]([O:13][C:14](C)(C)[CH3:15])=[O:12])=[N:8][CH:9]=1)([O-:3])=[O:2].FC(F)(F)C(O)=O. (2) Given the product [CH3:17][CH2:16][CH2:15][CH2:14][CH:11]([CH2:12][O:5][C:4]([CH2:3][CH2:2][C:1]([O:8][CH2:31][CH:21]([CH2:22][CH2:23][CH2:18][CH3:28])[CH2:20][CH3:19])=[O:7])=[O:6])[CH2:9][CH3:10], predict the reactants needed to synthesize it. The reactants are: [C:1]([OH:8])(=[O:7])[CH2:2][CH2:3][C:4]([OH:6])=[O:5].[CH2:9]([CH:11]([CH2:14][CH2:15][CH2:16][CH3:17])[CH2:12]O)[CH3:10].[C:18]1([CH3:28])[CH:23]=[CH:22][C:21](S(O)(=O)=O)=[CH:20][CH:19]=1.[OH-].[Na+].[C:31]1(C)C=CC=CC=1. (3) Given the product [OH:12][C:13]1[CH:21]=[CH:20][C:16]([C:17]([O:19][C:25]([CH3:28])([CH3:27])[CH3:26])=[O:18])=[CH:15][C:14]=1[N+:22]([O-:24])=[O:23], predict the reactants needed to synthesize it. The reactants are: [O-]S([O-])(=O)=O.[Mg+2].S(=O)(=O)(O)O.[OH:12][C:13]1[CH:21]=[CH:20][C:16]([C:17]([OH:19])=[O:18])=[CH:15][C:14]=1[N+:22]([O-:24])=[O:23].[C:25](O)([CH3:28])([CH3:27])[CH3:26].C(=O)([O-])O.[Na+].